From a dataset of Full USPTO retrosynthesis dataset with 1.9M reactions from patents (1976-2016). Predict the reactants needed to synthesize the given product. (1) Given the product [Cl:13][C:11]1[C:12]2[NH:4][CH2:5][CH:6]3[CH2:17][N:16]([C:18]([O:20][C:21]([CH3:24])([CH3:23])[CH3:22])=[O:19])[CH2:15][CH2:14][C:8]([C:7]=23)=[CH:9][CH:10]=1, predict the reactants needed to synthesize it. The reactants are: C([N:4]1[C:12]2[C:11]([Cl:13])=[CH:10][CH:9]=[C:8]3[CH2:14][CH2:15][N:16]([C:18]([O:20][C:21]([CH3:24])([CH3:23])[CH3:22])=[O:19])[CH2:17][CH:6]([C:7]=23)[CH2:5]1)(=O)C.C1COCC1.[OH-].[Na+]. (2) Given the product [C:7]1([C@@H:13]2[CH2:17][O:16][C:15](=[O:18])[N:14]2[CH2:12][CH2:7][CH:8]2[CH2:5][CH2:4][NH:3][CH2:2][CH2:9]2)[CH:8]=[CH:9][CH:10]=[CH:11][CH:12]=1, predict the reactants needed to synthesize it. The reactants are: O1[CH2:5][CH2:4][NH:3][C:2]1=O.[C:7]1([C@@H:13]2[CH2:17][O:16][C:15](=[O:18])[NH:14]2)[CH:12]=[CH:11][CH:10]=[CH:9][CH:8]=1.